This data is from Reaction yield outcomes from USPTO patents with 853,638 reactions. The task is: Predict the reaction yield, written as a fraction of the theoretical maximum amount of product (1.0 means a 100% yield; for example, 0.34 means a 34% yield). (1) The catalyst is C(O)(C)C. The reactants are [Cl:1][C:2]1[CH:3]=[C:4]2[CH:10]=[CH:9][NH:8][C:5]2=[N:6][CH:7]=1.Cl.[CH3:12][NH:13][CH3:14].[CH2:15]=O. The yield is 0.910. The product is [Cl:1][C:2]1[CH:3]=[C:4]2[C:10]([CH2:12][N:13]([CH3:15])[CH3:14])=[CH:9][NH:8][C:5]2=[N:6][CH:7]=1. (2) The reactants are C1(S([CH:10]2[CH:12]([C:13]([F:16])([F:15])[F:14])O2)(=O)=O)C=CC=CC=1.[C:17]([O:21][C:22]([N:24]1[CH2:29][CH2:28][N:27]([C:30](=[S:32])[NH2:31])[CH2:26][CH2:25]1)=[O:23])([CH3:20])([CH3:19])[CH3:18].N1(C(OC(C)(C)C)=O)CCNCC1.C(N1C=CN=C1)(N1C=CN=C1)=S.N. The catalyst is CN(C)C=O. The product is [C:17]([O:21][C:22]([N:24]1[CH2:25][CH2:26][N:27]([C:30]2[S:32][C:12]([C:13]([F:14])([F:15])[F:16])=[CH:10][N:31]=2)[CH2:28][CH2:29]1)=[O:23])([CH3:20])([CH3:18])[CH3:19]. The yield is 0.260. (3) The reactants are Cl.O1CCOCC1.[CH2:8]([O:10][C:11]([C@H:13]1[CH2:18][CH2:17][CH2:16][N:15]([C:19](=[O:27])[C:20]2[CH:25]=[CH:24][CH:23]=[CH:22][C:21]=2[CH3:26])[C@H:14]1[C:28]1[CH:33]=[CH:32][C:31]([NH:34]C(OC(C)(C)C)=O)=[CH:30][CH:29]=1)=[O:12])[CH3:9].C([O-])(O)=O.[Na+]. The catalyst is C(Cl)Cl. The product is [CH2:8]([O:10][C:11]([C@H:13]1[CH2:18][CH2:17][CH2:16][N:15]([C:19](=[O:27])[C:20]2[CH:25]=[CH:24][CH:23]=[CH:22][C:21]=2[CH3:26])[C@H:14]1[C:28]1[CH:29]=[CH:30][C:31]([NH2:34])=[CH:32][CH:33]=1)=[O:12])[CH3:9]. The yield is 0.970. (4) The reactants are Br[C:2]1[C:7](=[O:8])[N:6]([CH2:9][C:10]2[CH:15]=[CH:14][C:13]([C:16]3[C:17]([C:22]#[N:23])=[CH:18][CH:19]=[CH:20][CH:21]=3)=[CH:12][CH:11]=2)[C:5]([CH2:24][CH2:25][CH2:26][CH3:27])=[N:4][C:3]=1[CH3:28].C([Sn](CCCC)(CCCC)[C:34]1[S:35][CH:36]=[CH:37][CH:38]=1)CCC.[Cl-].[Li+].[F-].[K+]. The catalyst is CN(C)C=O.C(OCC)(=O)C.Cl[Pd](Cl)([P](C1C=CC=CC=1)(C1C=CC=CC=1)C1C=CC=CC=1)[P](C1C=CC=CC=1)(C1C=CC=CC=1)C1C=CC=CC=1. The product is [CH2:24]([C:5]1[N:6]([CH2:9][C:10]2[CH:15]=[CH:14][C:13]([C:16]3[C:17]([C:22]#[N:23])=[CH:18][CH:19]=[CH:20][CH:21]=3)=[CH:12][CH:11]=2)[C:7](=[O:8])[C:2]([C:34]2[S:35][CH:36]=[CH:37][CH:38]=2)=[C:3]([CH3:28])[N:4]=1)[CH2:25][CH2:26][CH3:27]. The yield is 0.750. (5) The yield is 0.250. The reactants are [CH3:1][O:2][C:3]1[CH:8]=[CH:7][C:6]([CH2:9][C:10]([OH:12])=O)=[C:5]([C:13]([F:16])([F:15])[F:14])[CH:4]=1.[NH2:17][C:18]1[CH:27]=[CH:26][C:21]([C:22]([O:24]C)=[O:23])=[C:20]([F:28])[CH:19]=1.CN(C(ON1N=NC2C=CC=NC1=2)=[N+](C)C)C.F[P-](F)(F)(F)(F)F.[Li+].[OH-]. The product is [F:28][C:20]1[CH:19]=[C:18]([NH:17][C:10](=[O:12])[CH2:9][C:6]2[CH:7]=[CH:8][C:3]([O:2][CH3:1])=[CH:4][C:5]=2[C:13]([F:16])([F:15])[F:14])[CH:27]=[CH:26][C:21]=1[C:22]([OH:24])=[O:23]. The catalyst is CN(C=O)C.CC(=O)OCC.C1COCC1.CO.